From a dataset of Full USPTO retrosynthesis dataset with 1.9M reactions from patents (1976-2016). Predict the reactants needed to synthesize the given product. (1) Given the product [C:24]([NH:28][C:29](=[O:30])[N:20]([CH2:19][C:15]1[CH:14]=[CH:13][CH:12]=[C:11]2[C:16]=1[C:17](=[O:18])[N:9]([CH:8]1[CH2:7][CH2:6][C:5](=[O:23])[NH:4][C:3]1=[O:2])[C:10]2=[O:22])[CH3:21])([CH3:27])([CH3:26])[CH3:25], predict the reactants needed to synthesize it. The reactants are: Cl.[O:2]=[C:3]1[CH:8]([N:9]2[C:17](=[O:18])[C:16]3[C:11](=[CH:12][CH:13]=[CH:14][C:15]=3[CH2:19][NH:20][CH3:21])[C:10]2=[O:22])[CH2:7][CH2:6][C:5](=[O:23])[NH:4]1.[C:24]([N:28]=[C:29]=[O:30])([CH3:27])([CH3:26])[CH3:25].C(N(C(C)C)CC)(C)C.Cl. (2) Given the product [C:1]([O:5][C:6]([NH:8][C@H:9]1[C@@H:10]2[C:21]([CH:20]([CH2:24][CH3:25])[CH2:18][CH3:19])=[N:22][O:23][C@@H:11]2[C@@H:12]([C:14]([O:16][CH3:17])=[O:15])[CH2:13]1)=[O:7])([CH3:4])([CH3:3])[CH3:2], predict the reactants needed to synthesize it. The reactants are: [C:1]([O:5][C:6]([NH:8][C@@H:9]1[CH2:13][C@H:12]([C:14]([O:16][CH3:17])=[O:15])[CH:11]=[CH:10]1)=[O:7])([CH3:4])([CH3:3])[CH3:2].[CH2:18]([CH:20]([CH2:24][CH3:25])[CH:21]=[N:22][OH:23])[CH3:19].CCN(CC)CC.[O-]Cl.[Na+]. (3) Given the product [N:5]1[CH:10]=[CH:9][C:8]([CH2:11][NH:4][CH:1]2[CH2:3][CH2:2]2)=[CH:7][CH:6]=1, predict the reactants needed to synthesize it. The reactants are: [CH:1]1([NH2:4])[CH2:3][CH2:2]1.[N:5]1[CH:10]=[CH:9][C:8]([CH:11]=O)=[CH:7][CH:6]=1.[BH4-].[Na+].C(OCC)(=O)C. (4) Given the product [CH3:10][N:11]([C:12]([CH3:15])([CH3:14])[CH3:13])[CH2:8][C:5]1[CH:4]=[N:3][C:2]([Cl:1])=[CH:7][CH:6]=1, predict the reactants needed to synthesize it. The reactants are: [Cl:1][C:2]1[CH:7]=[CH:6][C:5]([CH2:8]Cl)=[CH:4][N:3]=1.[CH3:10][NH:11][C:12]([CH3:15])([CH3:14])[CH3:13].C(=O)([O-])[O-].[K+].[K+]. (5) The reactants are: [CH3:1][C:2]1[CH:3]=[C:4]([CH:9]=[CH:10][C:11]=1[N+:12]([O-])=O)[O:5][CH2:6][CH2:7][OH:8]. Given the product [OH:8][CH2:7][CH2:6][O:5][C:4]1[CH:9]=[CH:10][C:11]([NH2:12])=[C:2]([CH3:1])[CH:3]=1, predict the reactants needed to synthesize it.